Dataset: Forward reaction prediction with 1.9M reactions from USPTO patents (1976-2016). Task: Predict the product of the given reaction. (1) Given the reactants B(Br)(Br)Br.C([O:7][C:8]1[CH:17]=[C:16]2[C:11]([N:12]=[C:13]([CH3:19])[C:14]([CH3:18])=[N:15]2)=[CH:10][C:9]=1[C:20]1[N:25]=[N:24][C:23]([N:26]([CH3:37])[CH:27]2[CH2:32][C:31]([CH3:34])([CH3:33])[NH:30][C:29]([CH3:36])([CH3:35])[CH2:28]2)=[CH:22][CH:21]=1)C.CO.Cl, predict the reaction product. The product is: [CH3:19][C:13]1[C:14]([CH3:18])=[N:15][C:16]2[C:11](=[CH:10][C:9]([C:20]3[N:25]=[N:24][C:23]([N:26]([CH3:37])[CH:27]4[CH2:32][C:31]([CH3:33])([CH3:34])[NH:30][C:29]([CH3:36])([CH3:35])[CH2:28]4)=[CH:22][CH:21]=3)=[C:8]([OH:7])[CH:17]=2)[N:12]=1. (2) Given the reactants [C:1](Cl)(=[O:4])[CH2:2][CH3:3].[Cl-].[Al+3].[Cl-].[Cl-].[CH2:10]([C:17]1[C:21]2[CH:22]=[CH:23][CH:24]=[CH:25][C:20]=2[O:19][C:18]=1[CH2:26][CH3:27])[C:11]1[CH:16]=[CH:15][CH:14]=[CH:13][CH:12]=1, predict the reaction product. The product is: [CH2:10]([C:17]1[C:21]2[CH:22]=[CH:23][C:24]([C:1](=[O:4])[CH2:2][CH3:3])=[CH:25][C:20]=2[O:19][C:18]=1[CH2:26][CH3:27])[C:11]1[CH:12]=[CH:13][CH:14]=[CH:15][CH:16]=1. (3) The product is: [ClH:27].[ClH:27].[CH3:20][C@H:10]1[C@H:11]([N:14]2[CH2:18][CH2:17][CH2:16][CH2:15]2)[CH2:12][CH2:13][NH:8][CH2:9]1. Given the reactants C(OC([N:8]1[CH2:13][CH2:12][C@@H:11]([N:14]2[CH2:18][CH2:17][CH2:16][C:15]2=O)[C@H:10]([CH3:20])[CH2:9]1)=O)(C)(C)C.[H-].[Al+3].[Li+].[H-].[H-].[H-].[ClH:27], predict the reaction product. (4) Given the reactants [CH:1]([C:4]1[C:5]([C:14]([C:16]2[CH:17]=[C:18]([CH:21]=[C:22]([CH3:24])[CH:23]=2)[CH:19]=O)=[O:15])=[N:6][C:7]([O:12][CH3:13])=[N:8][C:9]=1[O:10][CH3:11])([CH3:3])[CH3:2].[C:25]([CH2:27]P(=O)(OCC)OCC)#[N:26].CC(C)([O-])C.[K+], predict the reaction product. The product is: [CH:1]([C:4]1[C:5]([C:14]([C:16]2[CH:17]=[C:18]([CH:19]=[CH:27][C:25]#[N:26])[CH:21]=[C:22]([CH3:24])[CH:23]=2)=[O:15])=[N:6][C:7]([O:12][CH3:13])=[N:8][C:9]=1[O:10][CH3:11])([CH3:2])[CH3:3].